From a dataset of Reaction yield outcomes from USPTO patents with 853,638 reactions. Predict the reaction yield, written as a fraction of the theoretical maximum amount of product (1.0 means a 100% yield; for example, 0.34 means a 34% yield). (1) The reactants are [C:1]([C:4]1[S:8][CH:7]=[C:6]([C:9]2[CH:17]=[CH:16][C:12]([C:13]([OH:15])=O)=[CH:11][CH:10]=2)[CH:5]=1)(=[O:3])[NH2:2].CCN=C=NCCCN(C)C.Cl.C1C=CC2N(O)N=NC=2C=1.CCN(C(C)C)C(C)C.[CH3:49][C@@H:50]1[CH2:54][CH2:53][CH2:52][N:51]1[CH2:55][C@@H:56]1[CH2:60][CH2:59][CH2:58][NH:57]1. The catalyst is CN(C=O)C.C(Cl)Cl. The product is [CH3:49][C@@H:50]1[CH2:54][CH2:53][CH2:52][N:51]1[CH2:55][C@@H:56]1[CH2:60][CH2:59][CH2:58][N:57]1[C:13]([C:12]1[CH:11]=[CH:10][C:9]([C:6]2[CH:5]=[C:4]([C:1]([NH2:2])=[O:3])[S:8][CH:7]=2)=[CH:17][CH:16]=1)=[O:15]. The yield is 0.140. (2) The reactants are Cl[C:2]1[CH:7]=[C:6]([Cl:8])[N:5]=[CH:4][N:3]=1.[NH:9]1[CH2:14][CH2:13][O:12][CH2:11][CH2:10]1.C(N(CC)CC)C. The catalyst is CCO. The product is [Cl:8][C:6]1[N:5]=[CH:4][N:3]=[C:2]([N:9]2[CH2:14][CH2:13][O:12][CH2:11][CH2:10]2)[CH:7]=1. The yield is 0.930. (3) The reactants are [C:1]([C@H:5]1[CH2:10][CH2:9][C@H:8]([O:11][C:12]2[CH:13]=[C:14]3[C:19](=[CH:20][CH:21]=2)[CH:18]=[C:17]([CH:22]([N:24]2[CH2:29][CH2:28][CH:27]([C:30]([O:32]CC)=[O:31])[CH2:26][CH2:25]2)[CH3:23])[CH:16]=[CH:15]3)[CH2:7][CH2:6]1)([CH3:4])([CH3:3])[CH3:2].[OH-].[Na+]. The catalyst is CCO.O. The product is [C:1]([C@H:5]1[CH2:10][CH2:9][C@H:8]([O:11][C:12]2[CH:13]=[C:14]3[C:19](=[CH:20][CH:21]=2)[CH:18]=[C:17]([CH:22]([N:24]2[CH2:25][CH2:26][CH:27]([C:30]([OH:32])=[O:31])[CH2:28][CH2:29]2)[CH3:23])[CH:16]=[CH:15]3)[CH2:7][CH2:6]1)([CH3:2])([CH3:3])[CH3:4]. The yield is 0.500. (4) The reactants are [CH3:1][C:2]([O:5][C:6]([N:8]1[CH2:14][C:13]2[CH:15]=[C:16](B(O)O)[CH:17]=[CH:18][C:12]=2[O:11][CH2:10][CH2:9]1)=[O:7])([CH3:4])[CH3:3].Br[C:23]1[CH:28]=[CH:27][C:26]([O:29][CH3:30])=[C:25]([O:31][CH:32]([F:34])[F:33])[CH:24]=1.C(=O)([O-])[O-].[K+].[K+]. The catalyst is O1CCOCC1.O. The product is [F:33][CH:32]([F:34])[O:31][C:25]1[CH:24]=[C:23]([C:16]2[CH:17]=[CH:18][C:12]3[O:11][CH2:10][CH2:9][N:8]([C:6]([O:5][C:2]([CH3:4])([CH3:3])[CH3:1])=[O:7])[CH2:14][C:13]=3[CH:15]=2)[CH:28]=[CH:27][C:26]=1[O:29][CH3:30]. The yield is 0.580. (5) The reactants are C[O:2][C:3](=[O:36])[CH:4]([NH:16][C:17]([N:19]1[CH2:24][CH2:23][CH:22]([N:25]2[CH2:34][C:33]3[C:28](=[CH:29][CH:30]=[CH:31][CH:32]=3)[NH:27][C:26]2=[O:35])[CH2:21][CH2:20]1)=[O:18])[CH2:5][C:6]1[CH:7]=[C:8]2[C:12](=[C:13]([CH3:15])[CH:14]=1)[NH:11][N:10]=[CH:9]2.O1CCCC1.CO.[OH-].[Li+]. The catalyst is O. The product is [CH3:15][C:13]1[CH:14]=[C:6]([CH2:5][CH:4]([NH:16][C:17]([N:19]2[CH2:20][CH2:21][CH:22]([N:25]3[CH2:34][C:33]4[C:28](=[CH:29][CH:30]=[CH:31][CH:32]=4)[NH:27][C:26]3=[O:35])[CH2:23][CH2:24]2)=[O:18])[C:3]([OH:36])=[O:2])[CH:7]=[C:8]2[C:12]=1[NH:11][N:10]=[CH:9]2. The yield is 0.750.